From a dataset of CYP2C9 inhibition data for predicting drug metabolism from PubChem BioAssay. Regression/Classification. Given a drug SMILES string, predict its absorption, distribution, metabolism, or excretion properties. Task type varies by dataset: regression for continuous measurements (e.g., permeability, clearance, half-life) or binary classification for categorical outcomes (e.g., BBB penetration, CYP inhibition). Dataset: cyp2c9_veith. The molecule is CCn1c(SCc2nc3ccccc3[nH]2)nnc1-c1ccc(OC)cc1. The result is 1 (inhibitor).